From a dataset of NCI-60 drug combinations with 297,098 pairs across 59 cell lines. Regression. Given two drug SMILES strings and cell line genomic features, predict the synergy score measuring deviation from expected non-interaction effect. Drug 1: CCN(CC)CCCC(C)NC1=C2C=C(C=CC2=NC3=C1C=CC(=C3)Cl)OC. Drug 2: C(CN)CNCCSP(=O)(O)O. Cell line: OVCAR-4. Synergy scores: CSS=9.49, Synergy_ZIP=-2.24, Synergy_Bliss=1.60, Synergy_Loewe=-10.1, Synergy_HSA=-2.27.